This data is from Reaction yield outcomes from USPTO patents with 853,638 reactions. The task is: Predict the reaction yield, written as a fraction of the theoretical maximum amount of product (1.0 means a 100% yield; for example, 0.34 means a 34% yield). (1) The reactants are [F:1][C:2]1[CH:24]=[C:23]([N+:25]([O-])=O)[CH:22]=[CH:21][C:3]=1[O:4][C:5]1[C:10]2=[C:11]([CH3:20])[C:12]([O:14][CH2:15][CH2:16][N:17]([CH3:19])[CH3:18])=[CH:13][N:9]2[N:8]=[CH:7][N:6]=1.Cl.Cl.FC1C=C(NC(NC(=O)CC2C=CC(F)=CC=2)=S)C=CC=1OC1C2=C(C)C(OCCN3CCN(C)CC3)=CN2N=CN=1. No catalyst specified. The product is [CH3:18][N:17]([CH3:19])[CH2:16][CH2:15][O:14][C:12]1[C:11]([CH3:20])=[C:10]2[N:9]([CH:13]=1)[N:8]=[CH:7][N:6]=[C:5]2[O:4][C:3]1[CH:21]=[CH:22][C:23]([NH2:25])=[CH:24][C:2]=1[F:1]. The yield is 1.00. (2) The reactants are [Cl:1][C:2]1[CH:9]=[C:8]([OH:10])[CH:7]=[CH:6][C:3]=1[C:4]#[N:5].C(S(O)(=O)=O)(F)(F)F.C1C(=O)N([Br:26])C(=O)C1. The catalyst is CC#N. The product is [Br:26][C:7]1[C:8]([OH:10])=[CH:9][C:2]([Cl:1])=[C:3]([CH:6]=1)[C:4]#[N:5]. The yield is 0.660. (3) The reactants are [Cl:1][C:2]1[N:7]2[N:8]=[C:9]([C:12]3[CH:17]=[CH:16][CH:15]=[C:14]([Cl:18])[CH:13]=3)[C:10]([CH3:11])=[C:6]2[N:5]=[C:4]([CH3:19])[C:3]=1[CH:20]([OH:26])[C:21]([O:23][CH2:24][CH3:25])=[O:22].CC(OI1(OC(C)=O)(OC(C)=O)OC(=O)C2C=CC=CC1=2)=O. The catalyst is C(Cl)Cl.CCOC(C)=O. The product is [Cl:1][C:2]1[N:7]2[N:8]=[C:9]([C:12]3[CH:17]=[CH:16][CH:15]=[C:14]([Cl:18])[CH:13]=3)[C:10]([CH3:11])=[C:6]2[N:5]=[C:4]([CH3:19])[C:3]=1[C:20](=[O:26])[C:21]([O:23][CH2:24][CH3:25])=[O:22]. The yield is 0.724. (4) The reactants are [F:1][C:2]1[CH:7]=[C:6]([N+:8]([O-:10])=[O:9])[CH:5]=[CH:4][C:3]=1[CH2:11][CH:12]=O.[NH:14]1[CH2:18][CH2:17][CH2:16][CH2:15]1.C(O[BH-](OC(=O)C)OC(=O)C)(=O)C.[Na+]. The catalyst is C(Cl)Cl. The product is [F:1][C:2]1[CH:7]=[C:6]([N+:8]([O-:10])=[O:9])[CH:5]=[CH:4][C:3]=1[CH2:11][CH2:12][N:14]1[CH2:18][CH2:17][CH2:16][CH2:15]1. The yield is 0.560.